From a dataset of Full USPTO retrosynthesis dataset with 1.9M reactions from patents (1976-2016). Predict the reactants needed to synthesize the given product. (1) Given the product [CH2:1]([O:5][C:6]1[CH:7]=[CH:8][C:9]2[C:17]3[C:13]([C:14]([CH3:21])([CH3:20])[C:15](=[O:19])[N:16]=3)=[C:12]([OH:31])[C:11](=[O:22])[C:10]=2[CH:23]=1)[CH2:2][CH2:3][CH3:4], predict the reactants needed to synthesize it. The reactants are: [CH2:1]([O:5][C:6]1[CH:7]=[CH:8][C:9]2[C:17]3[C:13]([C:14]([CH3:21])([CH3:20])[CH:15]([OH:19])[N+:16]=3[O-])=[CH:12][C:11](=[O:22])[C:10]=2[CH:23]=1)[CH2:2][CH2:3][CH3:4].Cl.C1(=O)C=CC(=[O:31])C=C1. (2) Given the product [Br:32][CH2:26][C:17]1[C:7]2[C:8](=[O:16])[C:9]([C:11](=[O:15])[CH:12]([CH3:14])[CH3:13])=[CH:10][N:5]([CH2:4][C:3]3[C:2]([F:1])=[CH:30][CH:29]=[CH:28][C:27]=3[F:31])[C:6]=2[S:19][C:18]=1[C:20]1[CH:21]=[CH:22][CH:23]=[CH:24][CH:25]=1, predict the reactants needed to synthesize it. The reactants are: [F:1][C:2]1[CH:30]=[CH:29][CH:28]=[C:27]([F:31])[C:3]=1[CH2:4][N:5]1[CH:10]=[C:9]([C:11](=[O:15])[CH:12]([CH3:14])[CH3:13])[C:8](=[O:16])[C:7]2[C:17]([CH3:26])=[C:18]([C:20]3[CH:25]=[CH:24][CH:23]=[CH:22][CH:21]=3)[S:19][C:6]1=2.[Br:32]N1C(=O)CCC1=O.N(C(C)(C)C#N)=NC(C)(C)C#N. (3) Given the product [CH2:23]([N:3]1[CH2:4][CH2:5][C:6]2[CH:11]=[C:10]([C:12]([O:14][CH3:15])=[O:13])[CH:9]=[CH:8][C:7]=2[CH2:1][CH2:2]1)[CH3:24], predict the reactants needed to synthesize it. The reactants are: [CH2:1]1[C:7]2[CH:8]=[CH:9][C:10]([C:12]([O:14][CH3:15])=[O:13])=[CH:11][C:6]=2[CH2:5][CH2:4][NH:3][CH2:2]1.C(=O)([O-])[O-].[K+].[K+].I[CH2:23][CH3:24]. (4) Given the product [F:27][C:10]([F:9])([S:23]([O-:26])(=[O:24])=[O:25])[CH:11]([O:16][C:17](=[O:22])[C:18]([CH3:20])([CH3:21])[CH3:19])[C:12]([F:13])([F:15])[F:14].[CH2:1]([NH+:3]([CH2:6][CH3:7])[CH2:4][CH3:5])[CH3:2], predict the reactants needed to synthesize it. The reactants are: [CH2:1]([N:3]([CH2:6][CH3:7])[CH2:4][CH3:5])[CH3:2].Cl.[F:9][C:10]([F:27])([S:23]([O-:26])(=[O:25])=[O:24])[CH:11]([O:16][C:17](=[O:22])[C:18]([CH3:21])([CH3:20])[CH3:19])[C:12]([F:15])([F:14])[F:13].[Na+].ClCCl. (5) Given the product [CH2:18]([NH:25][C:13](=[O:14])[CH2:8][C:5]1[CH:4]=[CH:3][C:2]([Br:1])=[CH:7][N:6]=1)[C:19]1[CH:24]=[CH:23][CH:22]=[CH:21][CH:20]=1, predict the reactants needed to synthesize it. The reactants are: [Br:1][C:2]1[CH:3]=[CH:4][C:5](=[C:8]2[C:13](=[O:14])OC(C)(C)OC2=O)[NH:6][CH:7]=1.[CH2:18]([NH2:25])[C:19]1[CH:24]=[CH:23][CH:22]=[CH:21][CH:20]=1.